From a dataset of Full USPTO retrosynthesis dataset with 1.9M reactions from patents (1976-2016). Predict the reactants needed to synthesize the given product. Given the product [CH3:25][C:24]1[C:19]([C:16]2[CH:17]=[CH:18][C:13]([NH:12][C:10](=[O:11])[CH:9]([NH:7][CH3:6])[CH3:39])=[N:14][C:15]=2[C:27]#[C:28][C:29]2[CH:38]=[CH:37][C:36]3[C:31](=[CH:32][CH:33]=[CH:34][CH:35]=3)[CH:30]=2)=[C:20]([CH3:26])[N:21]=[CH:22][N:23]=1, predict the reactants needed to synthesize it. The reactants are: C(O[C:6](=O)[N:7]([CH:9]([CH3:39])[C:10]([NH:12][C:13]1[CH:18]=[CH:17][C:16]([C:19]2[C:20]([CH3:26])=[N:21][CH:22]=[N:23][C:24]=2[CH3:25])=[C:15]([C:27]#[C:28][C:29]2[CH:38]=[CH:37][C:36]3[C:31](=[CH:32][CH:33]=[CH:34][CH:35]=3)[CH:30]=2)[N:14]=1)=[O:11])C)(C)(C)C.C(Cl)Cl.C(O)(C(F)(F)F)=O.